Dataset: NCI-60 drug combinations with 297,098 pairs across 59 cell lines. Task: Regression. Given two drug SMILES strings and cell line genomic features, predict the synergy score measuring deviation from expected non-interaction effect. (1) Drug 1: C1=NC2=C(N=C(N=C2N1C3C(C(C(O3)CO)O)O)F)N. Drug 2: CC1=C(C=C(C=C1)NC(=O)C2=CC=C(C=C2)CN3CCN(CC3)C)NC4=NC=CC(=N4)C5=CN=CC=C5. Cell line: HCT116. Synergy scores: CSS=-8.49, Synergy_ZIP=2.20, Synergy_Bliss=3.00, Synergy_Loewe=-2.81, Synergy_HSA=-3.89. (2) Drug 1: CN1C(=O)N2C=NC(=C2N=N1)C(=O)N. Drug 2: CC1C(C(CC(O1)OC2CC(CC3=C2C(=C4C(=C3O)C(=O)C5=C(C4=O)C(=CC=C5)OC)O)(C(=O)CO)O)N)O.Cl. Cell line: COLO 205. Synergy scores: CSS=40.1, Synergy_ZIP=-1.62, Synergy_Bliss=-1.13, Synergy_Loewe=-16.1, Synergy_HSA=0.186. (3) Drug 1: C1=NNC2=C1C(=O)NC=N2. Drug 2: C(CN)CNCCSP(=O)(O)O. Cell line: M14. Synergy scores: CSS=1.69, Synergy_ZIP=0.184, Synergy_Bliss=0.552, Synergy_Loewe=1.19, Synergy_HSA=-0.172.